Dataset: Catalyst prediction with 721,799 reactions and 888 catalyst types from USPTO. Task: Predict which catalyst facilitates the given reaction. (1) Reactant: C(OC(=O)[NH:7][C:8]1[CH:13]=[C:12]([N:14]([C:16]2[CH:21]=[CH:20][N:19]=[C:18]([NH:22][CH:23]([CH3:33])[CH2:24][C:25]3[CH:30]=[CH:29][CH:28]=[C:27]([CH2:31][OH:32])[CH:26]=3)[N:17]=2)[CH3:15])[N:11]=[C:10]([C:34]2[CH:39]=[CH:38][CH:37]=[CH:36][CH:35]=2)[N:9]=1)(C)(C)C.FC(F)(F)C(O)=O. Product: [NH2:7][C:8]1[N:9]=[C:10]([C:34]2[CH:39]=[CH:38][CH:37]=[CH:36][CH:35]=2)[N:11]=[C:12]([N:14]([CH3:15])[C:16]2[CH:21]=[CH:20][N:19]=[C:18]([NH:22][CH:23]([CH3:33])[CH2:24][C:25]3[CH:26]=[C:27]([CH2:31][OH:32])[CH:28]=[CH:29][CH:30]=3)[N:17]=2)[CH:13]=1. The catalyst class is: 4. (2) Reactant: FC(F)(F)C([N:5]1[CH2:10][CH2:9][CH2:8][C@@H:7]2[C:11]3[CH:12]=[C:13]([C:18]#[N:19])[CH:14]=[CH:15][C:16]=3[CH2:17][C@H:6]12)=O.[OH-].[Na+]. Product: [NH:5]1[CH2:10][CH2:9][CH2:8][C@@H:7]2[C:11]3[CH:12]=[C:13]([C:18]#[N:19])[CH:14]=[CH:15][C:16]=3[CH2:17][C@H:6]12. The catalyst class is: 430. (3) Reactant: [CH3:1][C:2]([C:4]1[CH:9]=[CH:8][C:7]([Br:10])=[CH:6][CH:5]=1)=O.[C:11]([O:15][C:16](=[O:25])[C@@H:17]([NH2:24])[CH2:18][O:19][C:20]([CH3:23])([CH3:22])[CH3:21])([CH3:14])([CH3:13])[CH3:12].B(F)(F)F.[BH4-].[Na+].[OH-].[Na+]. Product: [C:11]([O:15][C:16](=[O:25])[C@@H:17]([NH:24][CH:2]([C:4]1[CH:9]=[CH:8][C:7]([Br:10])=[CH:6][CH:5]=1)[CH3:1])[CH2:18][O:19][C:20]([CH3:23])([CH3:22])[CH3:21])([CH3:14])([CH3:12])[CH3:13]. The catalyst class is: 93. (4) Reactant: [C:1]1([N:7]([C:18]2[CH:23]=[CH:22][C:21]([C:24]3[CH:29]=[CH:28][C:27](B4OC(C)(C)C(C)(C)O4)=[CH:26][CH:25]=3)=[CH:20][CH:19]=2)[C:8]2[C:17]3[C:12](=[CH:13][CH:14]=[CH:15][CH:16]=3)[CH:11]=[CH:10][CH:9]=2)[CH:6]=[CH:5][CH:4]=[CH:3][CH:2]=1.[Br:39][C:40]1[CH:45]=[CH:44][C:43](I)=[CH:42][CH:41]=1.C(=O)([O-])[O-].[K+].[K+]. Product: [Br:39][C:40]1[CH:45]=[CH:44][C:43]([C:27]2[CH:26]=[CH:25][C:24]([C:21]3[CH:20]=[CH:19][C:18]([N:7]([C:1]4[CH:6]=[CH:5][CH:4]=[CH:3][CH:2]=4)[C:8]4[C:17]5[C:12](=[CH:13][CH:14]=[CH:15][CH:16]=5)[CH:11]=[CH:10][CH:9]=4)=[CH:23][CH:22]=3)=[CH:29][CH:28]=2)=[CH:42][CH:41]=1. The catalyst class is: 70. (5) Reactant: [Cl:1][C:2]1[CH:3]=[C:4]([C:19]2[CH:24]=[CH:23][CH:22]=[CH:21][N:20]=2)[C:5]2[O:9][C:8]([N:10]3[CH2:15][CH2:14][NH:13][CH2:12][C@@H:11]3[CH3:16])=[N:7][C:6]=2[C:17]=1[I:18].[C:25](O[C:25]([O:27][C:28]([CH3:31])([CH3:30])[CH3:29])=[O:26])([O:27][C:28]([CH3:31])([CH3:30])[CH3:29])=[O:26].C(=O)([O-])O.[Na+]. Product: [C:28]([O:27][C:25]([N:13]1[CH2:14][CH2:15][N:10]([C:8]2[O:9][C:5]3[C:4]([C:19]4[CH:24]=[CH:23][CH:22]=[CH:21][N:20]=4)=[CH:3][C:2]([Cl:1])=[C:17]([I:18])[C:6]=3[N:7]=2)[C@@H:11]([CH3:16])[CH2:12]1)=[O:26])([CH3:31])([CH3:30])[CH3:29]. The catalyst class is: 127. (6) Reactant: [C:1]([C:4]1[CH:5]=[CH:6][C:7]2[C:8]3[C:16]([C:17]4[C:18]([CH3:36])=[C:19]([NH:23][CH2:24][C:25]5[CH:33]=[CH:32][C:31]([O:34][CH3:35])=[CH:30][C:26]=5[C:27](O)=[O:28])[CH:20]=[CH:21][CH:22]=4)=[N:15][N:14]=[C:13]([C:37](=[O:39])[NH2:38])[C:9]=3[NH:10][C:11]=2[CH:12]=1)(=[O:3])[CH3:2].F[P-](F)(F)(F)(F)F.N1(O[P+](N(C)C)(N(C)C)N(C)C)C2C=CC=CC=2N=N1.CN1CCOCC1. Product: [C:1]([C:4]1[CH:5]=[CH:6][C:7]2[C:8]3[C:16]([C:17]4[CH:22]=[CH:21][CH:20]=[C:19]([N:23]5[CH2:24][C:25]6[C:26](=[CH:30][C:31]([O:34][CH3:35])=[CH:32][CH:33]=6)[C:27]5=[O:28])[C:18]=4[CH3:36])=[N:15][N:14]=[C:13]([C:37]([NH2:38])=[O:39])[C:9]=3[NH:10][C:11]=2[CH:12]=1)(=[O:3])[CH3:2]. The catalyst class is: 39. (7) Reactant: [Br:1][C:2]1[C:3]([CH3:21])=[C:4]([NH:8][C:9](=[O:20])[C:10]2[CH:15]=[C:14]([C:16]#[N:17])[CH:13]=[CH:12][C:11]=2[CH2:18]O)[CH:5]=[CH:6][CH:7]=1.N(C(OC(C)(C)C)=O)=NC(OC(C)(C)C)=O.C(P(CCCC)CCCC)CCC. Product: [Br:1][C:2]1[C:3]([CH3:21])=[C:4]([N:8]2[C:9](=[O:20])[C:10]3[C:11](=[CH:12][CH:13]=[C:14]([C:16]#[N:17])[CH:15]=3)[CH2:18]2)[CH:5]=[CH:6][CH:7]=1. The catalyst class is: 1.